This data is from Full USPTO retrosynthesis dataset with 1.9M reactions from patents (1976-2016). The task is: Predict the reactants needed to synthesize the given product. (1) Given the product [CH2:62]([C:59]1[CH:58]=[CH:57][C:56]([C:36]2[CH:35]=[C:34]([F:33])[S:38][C:37]=2[CH2:39][O:40][C:41]2[CH:46]=[CH:45][C:44]([CH2:47][CH2:48][C:49]([OH:51])=[O:50])=[C:43]([F:54])[C:42]=2[F:55])=[CH:61][CH:60]=1)[CH3:63], predict the reactants needed to synthesize it. The reactants are: C(C1C=CC(C2C=C(F)SC=2CO)=CC=1)C.OC1C=CC(CCC(OCC)=O)=C(F)C=1F.[F:33][C:34]1[S:38][C:37]([CH2:39][O:40][C:41]2[CH:46]=[CH:45][C:44]([CH2:47][CH2:48][C:49]([O:51]CC)=[O:50])=[C:43]([F:54])[C:42]=2[F:55])=[C:36]([C:56]2[CH:61]=[CH:60][C:59]([CH2:62][CH3:63])=[CH:58][CH:57]=2)[CH:35]=1. (2) Given the product [O:1]1[CH2:6][CH2:5][CH2:4][O:3][CH:2]1[CH2:7][CH2:8][CH2:9][C:10]([NH:17][CH3:16])=[O:12], predict the reactants needed to synthesize it. The reactants are: [O:1]1[CH2:6][CH2:5][CH2:4][O:3][CH:2]1[CH2:7][CH2:8][CH2:9][C:10]([OH:12])=O.CN.Cl.[CH3:16][N:17](C)CCCN=C=NCC.OC1C2N=NNC=2C=CC=1. (3) Given the product [Br:14][C:15]1[CH:16]=[C:17]([N:1]2[C:5]3=[N:6][CH:7]=[CH:8][CH:9]=[C:4]3[C:3]([C:10]([O:12][CH3:13])=[O:11])=[N:2]2)[CH:18]=[C:19]([S:21]([CH3:24])(=[O:23])=[O:22])[CH:20]=1, predict the reactants needed to synthesize it. The reactants are: [NH:1]1[C:5]2=[N:6][CH:7]=[CH:8][CH:9]=[C:4]2[C:3]([C:10]([O:12][CH3:13])=[O:11])=[N:2]1.[Br:14][C:15]1[CH:16]=[C:17](B2OC(C)(C)C(C)(C)O2)[CH:18]=[C:19]([S:21]([CH3:24])(=[O:23])=[O:22])[CH:20]=1.